Dataset: Full USPTO retrosynthesis dataset with 1.9M reactions from patents (1976-2016). Task: Predict the reactants needed to synthesize the given product. (1) Given the product [C:1]([O:5][CH2:6][CH2:7][CH2:8][CH2:9][CH2:10][CH2:11][O:12][C:13]1[CH:14]=[CH:15][C:16]([C:17]([O:19][C:71]2[CH:70]=[CH:69][C:68]([CH:60]3[NH:59][C:58]4[C:67]5[C:66]([C:55](/[N:54]=[N:53]/[C:50]6[CH:51]=[CH:52][C:47](/[N:46]=[N:45]/[C:42]7[CH:41]=[CH:40][C:39]([N:38]([CH3:75])[CH3:37])=[CH:44][CH:43]=7)=[CH:48][CH:49]=6)=[CH:56][CH:57]=4)=[CH:65][CH:64]=[CH:63][C:62]=5[NH:61]3)=[CH:73][CH:72]=2)=[O:18])=[CH:20][CH:21]=1)(=[O:4])[CH:2]=[CH2:3], predict the reactants needed to synthesize it. The reactants are: [C:1]([O:5][CH2:6][CH2:7][CH2:8][CH2:9][CH2:10][CH2:11][O:12][C:13]1[CH:21]=[CH:20][C:16]([C:17]([OH:19])=[O:18])=[CH:15][CH:14]=1)(=[O:4])[CH:2]=[CH2:3].C1CCC(N=C=NC2CCCCC2)CC1.[CH3:37][N:38]([CH3:75])[C:39]1[CH:44]=[CH:43][C:42](/[N:45]=[N:46]/[C:47]2[CH:52]=[CH:51][C:50](/[N:53]=[N:54]/[C:55]3[C:66]4[C:67]5[C:58]([NH:59][CH:60]([C:68]6[CH:73]=[CH:72][C:71](O)=[CH:70][CH:69]=6)[NH:61][C:62]=5[CH:63]=[CH:64][CH:65]=4)=[CH:57][CH:56]=3)=[CH:49][CH:48]=2)=[CH:41][CH:40]=1. (2) Given the product [CH2:24]([N:1]([CH2:2][C:3]([O:5][CH2:6][CH3:7])=[O:4])[CH2:8][C:9]([O:11][CH2:12][CH3:13])=[O:10])[C:25]1[CH:30]=[CH:29][CH:28]=[CH:27][CH:26]=1, predict the reactants needed to synthesize it. The reactants are: [NH:1]([CH2:8][C:9]([O:11][CH2:12][CH3:13])=[O:10])[CH2:2][C:3]([O:5][CH2:6][CH3:7])=[O:4].C(=O)([O-])O.[Na+].CN(C)C=O.[CH2:24](Br)[C:25]1[CH:30]=[CH:29][CH:28]=[CH:27][CH:26]=1. (3) Given the product [CH:1]1([C:4]2[CH:9]=[CH:8][N:7]=[CH:6][C:5]=2[N:10]2[CH2:14][CH2:13][N:12]([C:17]3[CH:26]=[CH:25][C:24]4[C:19](=[CH:20][CH:21]=[CH:22][CH:23]=4)[CH:18]=3)[C:11]2=[O:15])[CH2:3][CH2:2]1, predict the reactants needed to synthesize it. The reactants are: [CH:1]1([C:4]2[CH:9]=[CH:8][N:7]=[CH:6][C:5]=2[N:10]2[CH2:14][CH2:13][NH:12][C:11]2=[O:15])[CH2:3][CH2:2]1.Br[C:17]1[CH:26]=[CH:25][C:24]2[C:19](=[CH:20][CH:21]=[CH:22][CH:23]=2)[CH:18]=1.CN[C@@H]1CCCC[C@H]1NC.P([O-])([O-])([O-])=O.[K+].[K+].[K+].